From a dataset of Catalyst prediction with 721,799 reactions and 888 catalyst types from USPTO. Predict which catalyst facilitates the given reaction. (1) Reactant: Br[CH2:2][CH2:3][N:4]1[C:12]([O:13]C)=[N:11][C:10]2[C:5]1=[N:6][C:7]([NH:16][CH2:17][CH2:18][CH2:19][CH3:20])=[N:8][C:9]=2[NH2:15].[CH:21]1([N:27]2[CH2:32][CH2:31][NH:30][CH2:29][CH2:28]2)[CH2:26][CH2:25][CH2:24][CH2:23][CH2:22]1. Product: [NH2:15][C:9]1[N:8]=[C:7]([NH:16][CH2:17][CH2:18][CH2:19][CH3:20])[N:6]=[C:5]2[C:10]=1[NH:11][C:12](=[O:13])[N:4]2[CH2:3][CH2:2][N:30]1[CH2:31][CH2:32][N:27]([CH:21]2[CH2:26][CH2:25][CH2:24][CH2:23][CH2:22]2)[CH2:28][CH2:29]1. The catalyst class is: 5. (2) Reactant: Cl[C:2]1[C:11]([C:12]([OH:14])=[O:13])=[CH:10][C:9]2[C:4](=[CH:5][CH:6]=[C:7]([Cl:15])[CH:8]=2)[N:3]=1.[NH2:16][CH:17]([CH:21]([C:25]1[CH:30]=[CH:29][CH:28]=[C:27]([F:31])[CH:26]=1)[C:22]([OH:24])=[O:23])[C:18]([OH:20])=[O:19]. Product: [C:12]([C:11]1[C:2]([NH:16][CH:17]([CH:21]([C:25]2[CH:30]=[CH:29][CH:28]=[C:27]([F:31])[CH:26]=2)[C:22]([OH:24])=[O:23])[C:18]([OH:20])=[O:19])=[N:3][C:4]2[C:9]([CH:10]=1)=[CH:8][C:7]([Cl:15])=[CH:6][CH:5]=2)([OH:14])=[O:13]. The catalyst class is: 16. (3) Reactant: B.CSC.[OH:5][C@H:6]([C:22]1[CH:23]=[N:24][CH:25]=[CH:26][CH:27]=1)[CH2:7][NH:8][C:9]([C@H:11]1[CH2:20][CH2:19][C:18]2[C:13](=[CH:14][CH:15]=[C:16]([I:21])[CH:17]=2)[O:12]1)=O. Product: [I:21][C:16]1[CH:17]=[C:18]2[C:13](=[CH:14][CH:15]=1)[O:12][C@@H:11]([CH2:9][NH:8][CH2:7][C@@H:6]([C:22]1[CH:23]=[N:24][CH:25]=[CH:26][CH:27]=1)[OH:5])[CH2:20][CH2:19]2. The catalyst class is: 7. (4) Reactant: [CH:1]1([NH2:6])[CH2:5][CH2:4][CH2:3][CH2:2]1.[Cl:7][C:8]1[CH:13]=[CH:12][CH:11]=[CH:10][C:9]=1[CH2:14][N:15]1[C:20](=[O:21])[C:19]([C:22]([NH:24][CH2:25][C:26]([O:28]CC)=[O:27])=[O:23])=[C:18]([OH:31])[C:17]([C:32](OC)=[O:33])=[C:16]1[OH:36]. Product: [Cl:7][C:8]1[CH:13]=[CH:12][CH:11]=[CH:10][C:9]=1[CH2:14][N:15]1[C:16]([OH:36])=[C:17]([C:32]([NH:6][CH:1]2[CH2:5][CH2:4][CH2:3][CH2:2]2)=[O:33])[C:18]([OH:31])=[C:19]([C:22]([NH:24][CH2:25][C:26]([OH:28])=[O:27])=[O:23])[C:20]1=[O:21]. The catalyst class is: 22. (5) Reactant: [OH:1][CH2:2][CH2:3][N:4]1[CH2:9][CH2:8][N:7]([C:10]([O:12][C:13]([CH3:16])([CH3:15])[CH3:14])=[O:11])[CH2:6][CH2:5]1.CCN(C(C)C)C(C)C.[CH3:26][S:27](Cl)(=[O:29])=[O:28]. Product: [CH3:26][S:27]([O:1][CH2:2][CH2:3][N:4]1[CH2:9][CH2:8][N:7]([C:10]([O:12][C:13]([CH3:16])([CH3:15])[CH3:14])=[O:11])[CH2:6][CH2:5]1)(=[O:29])=[O:28]. The catalyst class is: 4. (6) Reactant: [Cl:1][C:2]1[CH:3]=[C:4]([C:12]2[O:16][N:15]=[C:14]([C:17]3[CH:18]=[CH:19][CH:20]=[C:21]4[C:25]=3[NH:24][CH:23]=[C:22]4[CH2:26][N:27]3[CH2:32][CH2:31][CH:30]([C:33]([O:35]CC)=[O:34])[CH2:29][CH2:28]3)[N:13]=2)[CH:5]=[CH:6][C:7]=1[O:8][CH:9]([CH3:11])[CH3:10].[OH-].[Na+]. Product: [Cl:1][C:2]1[CH:3]=[C:4]([C:12]2[O:16][N:15]=[C:14]([C:17]3[CH:18]=[CH:19][CH:20]=[C:21]4[C:25]=3[NH:24][CH:23]=[C:22]4[CH2:26][N:27]3[CH2:32][CH2:31][CH:30]([C:33]([OH:35])=[O:34])[CH2:29][CH2:28]3)[N:13]=2)[CH:5]=[CH:6][C:7]=1[O:8][CH:9]([CH3:10])[CH3:11]. The catalyst class is: 193. (7) Reactant: [F:1][C:2]1[C:3]([C:11]#[N:12])=[N:4][C:5]([F:10])=[C:6]([F:9])[C:7]=1F.[OH-].[NH4+:14]. Product: [NH2:14][C:7]1[C:6]([F:9])=[C:5]([F:10])[N:4]=[C:3]([C:11]#[N:12])[C:2]=1[F:1]. The catalyst class is: 18.